Dataset: NCI-60 drug combinations with 297,098 pairs across 59 cell lines. Task: Regression. Given two drug SMILES strings and cell line genomic features, predict the synergy score measuring deviation from expected non-interaction effect. (1) Drug 1: CC1=C2C(C(=O)C3(C(CC4C(C3C(C(C2(C)C)(CC1OC(=O)C(C(C5=CC=CC=C5)NC(=O)OC(C)(C)C)O)O)OC(=O)C6=CC=CC=C6)(CO4)OC(=O)C)OC)C)OC. Drug 2: C1=NC2=C(N1)C(=S)N=C(N2)N. Cell line: MCF7. Synergy scores: CSS=40.7, Synergy_ZIP=-8.20, Synergy_Bliss=-8.20, Synergy_Loewe=-1.15, Synergy_HSA=0.471. (2) Drug 1: C1CN1P(=S)(N2CC2)N3CC3. Drug 2: C1=NC2=C(N=C(N=C2N1C3C(C(C(O3)CO)O)O)F)N. Cell line: SK-MEL-5. Synergy scores: CSS=19.3, Synergy_ZIP=-5.00, Synergy_Bliss=0.618, Synergy_Loewe=-4.14, Synergy_HSA=-0.00355. (3) Drug 1: CCCS(=O)(=O)NC1=C(C(=C(C=C1)F)C(=O)C2=CNC3=C2C=C(C=N3)C4=CC=C(C=C4)Cl)F. Drug 2: CN(CC1=CN=C2C(=N1)C(=NC(=N2)N)N)C3=CC=C(C=C3)C(=O)NC(CCC(=O)O)C(=O)O. Cell line: BT-549. Synergy scores: CSS=2.66, Synergy_ZIP=-0.372, Synergy_Bliss=2.42, Synergy_Loewe=-5.51, Synergy_HSA=-0.690. (4) Drug 1: C1=NC2=C(N1)C(=S)N=CN2. Drug 2: C1CC(=O)NC(=O)C1N2C(=O)C3=CC=CC=C3C2=O. Cell line: HL-60(TB). Synergy scores: CSS=10.1, Synergy_ZIP=2.32, Synergy_Bliss=2.31, Synergy_Loewe=-8.25, Synergy_HSA=-1.33. (5) Drug 1: CC1C(C(=O)NC(C(=O)N2CCCC2C(=O)N(CC(=O)N(C(C(=O)O1)C(C)C)C)C)C(C)C)NC(=O)C3=C4C(=C(C=C3)C)OC5=C(C(=O)C(=C(C5=N4)C(=O)NC6C(OC(=O)C(N(C(=O)CN(C(=O)C7CCCN7C(=O)C(NC6=O)C(C)C)C)C)C(C)C)C)N)C. Drug 2: CCC1(CC2CC(C3=C(CCN(C2)C1)C4=CC=CC=C4N3)(C5=C(C=C6C(=C5)C78CCN9C7C(C=CC9)(C(C(C8N6C)(C(=O)OC)O)OC(=O)C)CC)OC)C(=O)OC)O.OS(=O)(=O)O. Cell line: RXF 393. Synergy scores: CSS=1.45, Synergy_ZIP=-0.0692, Synergy_Bliss=2.93, Synergy_Loewe=-0.443, Synergy_HSA=1.06.